This data is from Peptide-MHC class II binding affinity with 134,281 pairs from IEDB. The task is: Regression. Given a peptide amino acid sequence and an MHC pseudo amino acid sequence, predict their binding affinity value. This is MHC class II binding data. (1) The MHC is DRB1_0101 with pseudo-sequence DRB1_0101. The binding affinity (normalized) is 0.534. The peptide sequence is DEFFDCFKYILIQAG. (2) The peptide sequence is ARTISEAGQAMASTE. The MHC is HLA-DPA10301-DPB10402 with pseudo-sequence HLA-DPA10301-DPB10402. The binding affinity (normalized) is 0.194. (3) The peptide sequence is SQDLELSWNLNGLQTY. The MHC is DRB1_0802 with pseudo-sequence DRB1_0802. The binding affinity (normalized) is 0.364. (4) The peptide sequence is PDNVKPIYIVTPTNA. The MHC is HLA-DPA10201-DPB11401 with pseudo-sequence HLA-DPA10201-DPB11401. The binding affinity (normalized) is 0.0199. (5) The peptide sequence is IIEECEHLEDGIYGI. The MHC is DRB3_0301 with pseudo-sequence DRB3_0301. The binding affinity (normalized) is 0.174. (6) The peptide sequence is GELQIVDKIDAAFFI. The MHC is DRB1_1101 with pseudo-sequence DRB1_1101. The binding affinity (normalized) is 0.520. (7) The peptide sequence is GLLSYVIGLLPQNMV. The MHC is DRB1_1501 with pseudo-sequence DRB1_1501. The binding affinity (normalized) is 0.383. (8) The MHC is HLA-DPA10201-DPB10501 with pseudo-sequence HLA-DPA10201-DPB10501. The peptide sequence is EKKYFAATQFEPLAL. The binding affinity (normalized) is 0.821. (9) The peptide sequence is VRPIDDRFGLALSHL. The MHC is DRB1_0901 with pseudo-sequence DRB1_0901. The binding affinity (normalized) is 0.655. (10) The peptide sequence is SPLLTEGFKLLSSLV. The MHC is DRB1_0404 with pseudo-sequence DRB1_0404. The binding affinity (normalized) is 0.520.